From a dataset of Reaction yield outcomes from USPTO patents with 853,638 reactions. Predict the reaction yield, written as a fraction of the theoretical maximum amount of product (1.0 means a 100% yield; for example, 0.34 means a 34% yield). (1) The reactants are [CH3:1][S:2]([NH:5][CH2:6][CH2:7][NH:8]C(=O)OC(C)(C)C)(=[O:4])=[O:3].[ClH:16].O1CCOCC1.C(OCC)(=O)C. The catalyst is C(OCC)C. The product is [ClH:16].[ClH:16].[NH2:8][CH2:7][CH2:6][NH:5][S:2]([CH3:1])(=[O:4])=[O:3]. The yield is 1.00. (2) The reactants are C(N(CC)CC)C.[C:8]([O:11][CH2:12][CH2:13][C:14]1[CH:15]=[CH:16][CH:17]=[C:18]2[C:22]=1[N:21](C(OC(C)(C)C)=O)[CH:20]=[C:19]2[CH:30]=[O:31])(=[O:10])[CH3:9].[CH3:32][O:33][C:34]1[CH:35]=[C:36]([N:40]=[CH:41][C:42]2[CH:50]=[C:45]3[CH:46]=[CH:47][CH:48]=[CH:49][N:44]3[N:43]=2)[CH:37]=[N:38][CH:39]=1. The catalyst is [Cl-].C([N+]1C(C)=C(CCO)SC=1)C1C=CC=CC=1.C(O)C. The product is [C:8]([O:11][CH2:12][CH2:13][C:14]1[CH:15]=[CH:16][CH:17]=[C:18]2[C:22]=1[NH:21][CH:20]=[C:19]2[C:30](=[O:31])[CH:41]([NH:40][C:36]1[CH:37]=[N:38][CH:39]=[C:34]([O:33][CH3:32])[CH:35]=1)[C:42]1[CH:50]=[C:45]2[CH:46]=[CH:47][CH:48]=[CH:49][N:44]2[N:43]=1)(=[O:10])[CH3:9]. The yield is 0.270. (3) The reactants are [C:1]([Si:5]([CH3:35])([CH3:34])[O:6][C@H:7]([C:30]([CH3:33])([CH3:32])[CH3:31])[CH2:8][CH2:9][C:10]1[CH:15]=[CH:14][C:13]([C:16]([C:21]2[CH:26]=[CH:25][C:24]([OH:27])=[C:23]([CH3:28])[CH:22]=2)([CH2:19][CH3:20])[CH2:17][CH3:18])=[CH:12][C:11]=1[CH3:29])([CH3:4])([CH3:3])[CH3:2].C1C=CC(P(C2C=CC=CC=2)C2C=CC=CC=2)=CC=1.O[CH2:56][C@H:57]1[O:62][C:61](=[O:63])[CH2:60][CH2:59][CH2:58]1.CCOC(/N=N/C(OCC)=O)=O. The catalyst is C1COCC1. The product is [C:1]([Si:5]([CH3:35])([CH3:34])[O:6][CH:7]([C:30]([CH3:33])([CH3:32])[CH3:31])[CH2:8][CH2:9][C:10]1[CH:15]=[CH:14][C:13]([C:16]([C:21]2[CH:26]=[CH:25][C:24]([O:27][CH2:56][C@H:57]3[O:62][C:61](=[O:63])[CH2:60][CH2:59][CH2:58]3)=[C:23]([CH3:28])[CH:22]=2)([CH2:17][CH3:18])[CH2:19][CH3:20])=[CH:12][C:11]=1[CH3:29])([CH3:3])([CH3:2])[CH3:4]. The yield is 0.181. (4) The reactants are [NH2:1][C:2]1[N:3]=[C:4]([Cl:23])[C:5]2[CH2:10][C:9](=[O:11])[N:8]([CH2:12][C:13]3[C:18]([CH3:19])=[C:17]([O:20][CH3:21])[C:16]([CH3:22])=[CH:15][N:14]=3)[C:6]=2[N:7]=1.C[C:25]1[C:29]([C:30](=[O:40])[CH2:31][O:32][CH2:33][CH2:34][N:35]2[CH2:39][CH2:38][CH2:37][CH2:36]2)=[C:28](C)[NH:27][C:26]=1[CH:42]=O.N1CCCCC1. The catalyst is CCO. The product is [NH2:1][C:2]1[N:3]=[C:4]([Cl:23])[C:5]2=[C:6]([N:8]([CH2:12][C:13]3[C:18]([CH3:19])=[C:17]([O:20][CH3:21])[C:16]([CH3:22])=[CH:15][N:14]=3)[C:9](=[O:11])/[C:10]/2=[CH:42]\[C:26]2[NH:27][CH:28]=[C:29]([C:30](=[O:40])[CH2:31][O:32][CH2:33][CH2:34][N:35]3[CH2:39][CH2:38][CH2:37][CH2:36]3)[CH:25]=2)[N:7]=1. The yield is 0.330. (5) The reactants are [CH3:1][O:2][C:3]1[N:8]=[C:7]([NH:9][C:10]2[S:11][C:12]3[CH2:18][CH:17]([NH:19][C:20](=[O:26])[O:21][C:22]([CH3:25])([CH3:24])[CH3:23])[CH2:16][CH2:15][C:13]=3[N:14]=2)[C:6]([N+:27]([O-])=O)=[CH:5][CH:4]=1.C([O-])=O.[NH4+]. The catalyst is C(O)C.[Pd]. The yield is 0.920. The product is [NH2:27][C:6]1[C:7]([NH:9][C:10]2[S:11][C:12]3[CH2:18][CH:17]([NH:19][C:20](=[O:26])[O:21][C:22]([CH3:24])([CH3:23])[CH3:25])[CH2:16][CH2:15][C:13]=3[N:14]=2)=[N:8][C:3]([O:2][CH3:1])=[CH:4][CH:5]=1. (6) The yield is 0.990. The reactants are [Br:1][C:2]1[C:3]([O:11][C:12]2[CH:17]=[CH:16][C:15]([NH2:18])=[CH:14][C:13]=2[F:19])=[C:4]2[S:10][CH:9]=[CH:8][C:5]2=[N:6][CH:7]=1.N1C2=C(OC3C=CC(N[C:37]([NH:39][C:40](=[O:48])[CH2:41][C:42]4[CH:47]=[CH:46][CH:45]=[CH:44][CH:43]=4)=[S:38])=CC=3F)N=CC=C2C=C1. The product is [Br:1][C:2]1[C:3]([O:11][C:12]2[CH:17]=[CH:16][C:15]([NH:18][C:37]([NH:39][C:40](=[O:48])[CH2:41][C:42]3[CH:43]=[CH:44][CH:45]=[CH:46][CH:47]=3)=[S:38])=[CH:14][C:13]=2[F:19])=[C:4]2[S:10][CH:9]=[CH:8][C:5]2=[N:6][CH:7]=1. No catalyst specified. (7) The reactants are [C:1]([O:7][CH2:8][C@H:9]([C:11]1[C:16]([CH3:17])=[CH:15][C:14]([N+:18]([O-:20])=[O:19])=[CH:13][C:12]=1[Br:21])[OH:10])(=[O:6])[C:2]([CH3:5])([CH3:4])[CH3:3].C([O-])(O)=O.[Na+]. The catalyst is C(OC(C)=O)(C)(C)C. The product is [C:1]([O:7][CH2:8][C@H:9]([C:11]1[C:16]([CH3:17])=[CH:15][C:14]([N+:18]([O-:20])=[O:19])=[CH:13][C:12]=1[Br:21])[O:10][C:2]([CH3:4])([CH3:3])[CH3:1])(=[O:6])[C:2]([CH3:5])([CH3:4])[CH3:3]. The yield is 0.620. (8) The reactants are Cl[C:2]1[N:7]=[C:6]([O:8][CH2:9][CH2:10][O:11][CH3:12])[CH:5]=[CH:4][N:3]=1.[CH3:13][C:14]1[CH:15]=[C:16]([CH:18]=[C:19]([B:21]2[O:25][C:24]([CH3:27])([CH3:26])[C:23]([CH3:29])([CH3:28])[O:22]2)[CH:20]=1)[NH2:17].CS(O)(=O)=O. The catalyst is O1CCOCC1. The product is [CH3:12][O:11][CH2:10][CH2:9][O:8][C:6]1[CH:5]=[CH:4][N:3]=[C:2]([NH:17][C:16]2[CH:18]=[C:19]([B:21]3[O:25][C:24]([CH3:26])([CH3:27])[C:23]([CH3:29])([CH3:28])[O:22]3)[CH:20]=[C:14]([CH3:13])[CH:15]=2)[N:7]=1. The yield is 0.860. (9) The reactants are [N+:1]([C:4]1[CH:5]=[C:6]([C:14]2[CH:19]=[CH:18][CH:17]=[CH:16][CH:15]=2)[CH:7]=[CH:8][C:9]=1[CH2:10][C:11](O)=[O:12])([O-])=O. The catalyst is C(O)(=O)C.[Fe]. The product is [C:14]1([C:6]2[CH:5]=[C:4]3[C:9]([CH2:10][C:11](=[O:12])[NH:1]3)=[CH:8][CH:7]=2)[CH:19]=[CH:18][CH:17]=[CH:16][CH:15]=1. The yield is 0.930. (10) The reactants are [C:1]([O:5][C:6](=[O:19])[CH2:7][C:8]1([CH2:17][NH2:18])[CH2:14][CH:13]2[CH:9]1[CH:10]=[C:11]([CH2:15][CH3:16])[CH2:12]2)([CH3:4])([CH3:3])[CH3:2].O.[C:21]1([CH3:31])[CH:26]=[CH:25][C:24]([S:27]([OH:30])(=[O:29])=[O:28])=[CH:23][CH:22]=1. The catalyst is C(OCC)(=O)C. The product is [C:21]1([CH3:31])[CH:22]=[CH:23][C:24]([S:27]([OH:30])(=[O:28])=[O:29])=[CH:25][CH:26]=1.[C:1]([O:5][C:6](=[O:19])[CH2:7][C@@:8]1([CH2:17][NH2:18])[CH2:14][C@@H:13]2[C@H:9]1[CH:10]=[C:11]([CH2:15][CH3:16])[CH2:12]2)([CH3:3])([CH3:2])[CH3:4]. The yield is 0.806.